From a dataset of NCI-60 drug combinations with 297,098 pairs across 59 cell lines. Regression. Given two drug SMILES strings and cell line genomic features, predict the synergy score measuring deviation from expected non-interaction effect. (1) Drug 1: CS(=O)(=O)C1=CC(=C(C=C1)C(=O)NC2=CC(=C(C=C2)Cl)C3=CC=CC=N3)Cl. Drug 2: CN1C(=O)N2C=NC(=C2N=N1)C(=O)N. Cell line: KM12. Synergy scores: CSS=7.95, Synergy_ZIP=-8.33, Synergy_Bliss=-8.82, Synergy_Loewe=-24.5, Synergy_HSA=-10.1. (2) Drug 1: CC1=CC2C(CCC3(C2CCC3(C(=O)C)OC(=O)C)C)C4(C1=CC(=O)CC4)C. Drug 2: C1CC(=O)NC(=O)C1N2C(=O)C3=CC=CC=C3C2=O. Cell line: BT-549. Synergy scores: CSS=1.04, Synergy_ZIP=1.22, Synergy_Bliss=1.21, Synergy_Loewe=-0.268, Synergy_HSA=-1.16. (3) Drug 1: CS(=O)(=O)C1=CC(=C(C=C1)C(=O)NC2=CC(=C(C=C2)Cl)C3=CC=CC=N3)Cl. Drug 2: CC1=C(C(=CC=C1)Cl)NC(=O)C2=CN=C(S2)NC3=CC(=NC(=N3)C)N4CCN(CC4)CCO. Cell line: ACHN. Synergy scores: CSS=34.0, Synergy_ZIP=16.4, Synergy_Bliss=16.5, Synergy_Loewe=-6.31, Synergy_HSA=14.9. (4) Drug 1: CCCS(=O)(=O)NC1=C(C(=C(C=C1)F)C(=O)C2=CNC3=C2C=C(C=N3)C4=CC=C(C=C4)Cl)F. Drug 2: C1=NC2=C(N1)C(=S)N=CN2. Cell line: SW-620. Synergy scores: CSS=-8.82, Synergy_ZIP=2.29, Synergy_Bliss=-7.32, Synergy_Loewe=-37.2, Synergy_HSA=-24.3. (5) Drug 1: CC1C(C(CC(O1)OC2CC(CC3=C2C(=C4C(=C3O)C(=O)C5=C(C4=O)C(=CC=C5)OC)O)(C(=O)CO)O)N)O.Cl. Drug 2: C1CCC(CC1)NC(=O)N(CCCl)N=O. Cell line: OVCAR-8. Synergy scores: CSS=-3.46, Synergy_ZIP=4.06, Synergy_Bliss=5.95, Synergy_Loewe=-3.79, Synergy_HSA=-2.47. (6) Drug 1: COC1=C(C=C2C(=C1)N=CN=C2NC3=CC(=C(C=C3)F)Cl)OCCCN4CCOCC4. Drug 2: CS(=O)(=O)CCNCC1=CC=C(O1)C2=CC3=C(C=C2)N=CN=C3NC4=CC(=C(C=C4)OCC5=CC(=CC=C5)F)Cl. Cell line: U251. Synergy scores: CSS=15.1, Synergy_ZIP=-4.80, Synergy_Bliss=0.168, Synergy_Loewe=-0.457, Synergy_HSA=0.862. (7) Drug 1: C1=NC2=C(N1)C(=S)N=C(N2)N. Drug 2: C1=CC=C(C(=C1)C(C2=CC=C(C=C2)Cl)C(Cl)Cl)Cl. Cell line: HL-60(TB). Synergy scores: CSS=40.2, Synergy_ZIP=-3.35, Synergy_Bliss=-6.65, Synergy_Loewe=-34.6, Synergy_HSA=-5.94. (8) Drug 1: C1=CC(=CC=C1C#N)C(C2=CC=C(C=C2)C#N)N3C=NC=N3. Drug 2: CC1CCC2CC(C(=CC=CC=CC(CC(C(=O)C(C(C(=CC(C(=O)CC(OC(=O)C3CCCCN3C(=O)C(=O)C1(O2)O)C(C)CC4CCC(C(C4)OC)OCCO)C)C)O)OC)C)C)C)OC. Cell line: HT29. Synergy scores: CSS=-4.12, Synergy_ZIP=5.24, Synergy_Bliss=4.58, Synergy_Loewe=-5.52, Synergy_HSA=-5.07. (9) Drug 1: CC12CCC(CC1=CCC3C2CCC4(C3CC=C4C5=CN=CC=C5)C)O. Drug 2: C1=CN(C(=O)N=C1N)C2C(C(C(O2)CO)O)O.Cl. Cell line: UACC62. Synergy scores: CSS=20.6, Synergy_ZIP=-4.35, Synergy_Bliss=-0.172, Synergy_Loewe=-21.2, Synergy_HSA=1.14. (10) Drug 1: COC1=CC(=CC(=C1O)OC)C2C3C(COC3=O)C(C4=CC5=C(C=C24)OCO5)OC6C(C(C7C(O6)COC(O7)C8=CC=CS8)O)O. Drug 2: CC1=C(C(CCC1)(C)C)C=CC(=CC=CC(=CC(=O)O)C)C. Cell line: K-562. Synergy scores: CSS=41.6, Synergy_ZIP=-17.1, Synergy_Bliss=-15.0, Synergy_Loewe=-11.2, Synergy_HSA=-7.84.